This data is from hERG potassium channel inhibition data for cardiac toxicity prediction from Karim et al.. The task is: Regression/Classification. Given a drug SMILES string, predict its toxicity properties. Task type varies by dataset: regression for continuous values (e.g., LD50, hERG inhibition percentage) or binary classification for toxic/non-toxic outcomes (e.g., AMES mutagenicity, cardiotoxicity, hepatotoxicity). Dataset: herg_karim. (1) The molecule is Cc1c(CNC2CCCC2)nn(-c2ccc(Cl)cc2Cl)c1-c1ccc(Cl)cc1. The result is 1 (blocker). (2) The result is 0 (non-blocker). The compound is COc1ccc2ncc(F)c([C@H](O)[C@@H](O)C34CCC(NCc5ccc6c(n5)NC(=O)CO6)(CC3)CO4)c2n1. (3) The molecule is Nc1ccc(-c2ccsc2)cc1NC(=O)c1ccc(CN2CCC3(CCCN3)CC2)cc1. The result is 1 (blocker). (4) The molecule is Cc1nc2cc(-n3ncc(C(=O)c4cc5ccc(S(C)(=O)=O)cc5[nH]4)c3N)ccc2[nH]1. The result is 0 (non-blocker). (5) The compound is CN(C)C(=O)NC1CCC(CCN2[C@H]3CC[C@@H]2C[C@H](Oc2cccc(C(N)=O)c2)C3)CC1. The result is 0 (non-blocker). (6) The molecule is CCc1sc(-c2cn(CC3CCOCC3)c3c(Cl)cccc23)nc1CNCCO. The result is 1 (blocker).